Dataset: Catalyst prediction with 721,799 reactions and 888 catalyst types from USPTO. Task: Predict which catalyst facilitates the given reaction. (1) Reactant: Br[CH:2]([CH2:8]Br)[C:3]([O:5][CH2:6][CH3:7])=[O:4].[CH2:10]([NH:17][CH2:18][CH2:19][NH:20][CH2:21][C:22]1[CH:27]=[CH:26][CH:25]=[CH:24][CH:23]=1)[C:11]1[CH:16]=[CH:15][CH:14]=[CH:13][CH:12]=1.CCN(C(C)C)C(C)C. Product: [CH2:10]([N:17]1[CH2:18][CH2:19][N:20]([CH2:21][C:22]2[CH:27]=[CH:26][CH:25]=[CH:24][CH:23]=2)[CH2:8][CH:2]1[C:3]([O:5][CH2:6][CH3:7])=[O:4])[C:11]1[CH:12]=[CH:13][CH:14]=[CH:15][CH:16]=1. The catalyst class is: 260. (2) Reactant: [NH2:1][C:2]1[CH:7]=[C:6](Br)[C:5]([CH3:9])=[CH:4][C:3]=1[S:10]([NH2:13])(=[O:12])=[O:11].[CH3:14][O:15][C:16]1[CH:21]=[CH:20][CH:19]=[CH:18][C:17]=1B(O)O.C([O-])([O-])=O.[Na+].[Na+]. Product: [NH2:1][C:2]1[CH:7]=[C:6]([C:17]2[CH:18]=[CH:19][CH:20]=[CH:21][C:16]=2[O:15][CH3:14])[C:5]([CH3:9])=[CH:4][C:3]=1[S:10]([NH2:13])(=[O:12])=[O:11]. The catalyst class is: 628. (3) Reactant: [CH3:1][N:2]1[CH2:7][CH:6]=[C:5]([C:8]2[C:16]3[C:11](=[CH:12][CH:13]=[N:14][CH:15]=3)[NH:10][CH:9]=2)[CH2:4][CH2:3]1.[Cl:17][C:18]1[CH:26]=[CH:25][CH:24]=[C:23]([Cl:27])[C:19]=1[C:20](Cl)=[O:21].C[Si]([N-][Si](C)(C)C)(C)C.[Na+]. Product: [Cl:17][C:18]1[CH:26]=[CH:25][CH:24]=[C:23]([Cl:27])[C:19]=1[C:20]([N:10]1[C:11]2[C:16](=[CH:15][N:14]=[CH:13][CH:12]=2)[C:8]([C:5]2[CH2:4][CH2:3][N:2]([CH3:1])[CH2:7][CH:6]=2)=[CH:9]1)=[O:21]. The catalyst class is: 1. (4) Reactant: C(=O)(O)[O-].[K+].[NH2:6]OS(O)(=O)=O.[CH3:12][O:13][C:14]1[N:15]=[N:16][CH:17]=[CH:18][CH:19]=1.[CH3:20][O:21][C:22]1[CH:23]=[C:24]([C:32](=[O:35])[C:33]#[CH:34])[CH:25]=[C:26]([O:30][CH3:31])[C:27]=1[O:28][CH3:29].[OH-].[K+]. Product: [CH3:12][O:13][C:14]1[CH:19]=[CH:18][C:17]2[N:16]([N:6]=[CH:34][C:33]=2[C:32]([C:24]2[CH:25]=[C:26]([O:30][CH3:31])[C:27]([O:28][CH3:29])=[C:22]([O:21][CH3:20])[CH:23]=2)=[O:35])[N:15]=1. The catalyst class is: 2. (5) Reactant: [O:1]=[C:2]1[N:7]([C:8]2[CH:13]=[CH:12][CH:11]=[CH:10][CH:9]=2)[C:6]2[S:14][C:15]([C:23](O)=[O:24])=[C:16]([C:17]3[CH:22]=[CH:21][CH:20]=[CH:19][CH:18]=3)[C:5]=2[CH:4]=[CH:3]1.C(Cl)CCl.C1C=CC2N(O)N=NC=2C=1.[CH3:40][N:41]1[CH2:46][CH2:45][NH:44][CH2:43][CH2:42]1. Product: [CH3:40][N:41]1[CH2:46][CH2:45][N:44]([C:23]([C:15]2[S:14][C:6]3[N:7]([C:8]4[CH:13]=[CH:12][CH:11]=[CH:10][CH:9]=4)[C:2](=[O:1])[CH:3]=[CH:4][C:5]=3[C:16]=2[C:17]2[CH:22]=[CH:21][CH:20]=[CH:19][CH:18]=2)=[O:24])[CH2:43][CH2:42]1. The catalyst class is: 2. (6) The catalyst class is: 119. Product: [CH3:38][N:37]([CH3:39])[CH2:36][CH2:35][CH2:34][C:46]([O:1][CH:2]([CH2:3][CH2:4][CH2:5][CH2:6][CH2:7][C:8]([O:10][CH:11]1[CH2:12][CH2:13][CH2:14][CH2:15]1)=[O:9])[CH2:16][CH2:17][CH2:18][CH2:19][CH2:20][C:21]([O:23][CH:24]1[CH2:25][CH2:26][CH2:27][CH2:28]1)=[O:22])=[O:47]. Reactant: [OH:1][CH:2]([CH2:16][CH2:17][CH2:18][CH2:19][CH2:20][C:21]([O:23][CH:24]1[CH2:28][CH2:27][CH2:26][CH2:25]1)=[O:22])[CH2:3][CH2:4][CH2:5][CH2:6][CH2:7][C:8]([O:10][CH:11]1[CH2:15][CH2:14][CH2:13][CH2:12]1)=[O:9].CCN=C=N[CH2:34][CH2:35][CH2:36][N:37]([CH3:39])[CH3:38].Cl.Cl.CN(C(CC)[C:46](O)=[O:47])C. (7) Reactant: Cl.[CH3:2][S:3]([C:6]1[CH:11]=[CH:10][C:9]([C:12]2[CH:17]=[CH:16][C:15]([O:18][CH2:19][CH:20]3[CH2:25][CH2:24][NH:23][CH2:22][CH2:21]3)=[CH:14][CH:13]=2)=[CH:8][CH:7]=1)(=[O:5])=[O:4].C([O-])([O-])=O.[K+].[K+].O.[O:33]1[C:35]2([CH2:40][CH2:39][CH2:38][CH2:37][CH2:36]2)[CH2:34]1. Product: [CH3:2][S:3]([C:6]1[CH:7]=[CH:8][C:9]([C:12]2[CH:17]=[CH:16][C:15]([O:18][CH2:19][CH:20]3[CH2:25][CH2:24][N:23]([CH2:34][C:35]4([OH:33])[CH2:40][CH2:39][CH2:38][CH2:37][CH2:36]4)[CH2:22][CH2:21]3)=[CH:14][CH:13]=2)=[CH:10][CH:11]=1)(=[O:5])=[O:4]. The catalyst class is: 14. (8) Product: [F:1][C:2]1[CH:3]=[C:4]([CH:7]=[CH:8][C:9]=1[N:10]1[C:22]2[C:21]3[CH:20]=[C:19]([O:23][CH2:35][C:36]4[CH:40]=[CH:39][S:38][CH:37]=4)[C:18]([O:24][CH3:25])=[CH:17][C:16]=3[N:15]=[CH:14][C:13]=2[N:12]([CH3:26])[C:11]1=[O:27])[C:5]#[N:6]. The catalyst class is: 9. Reactant: [F:1][C:2]1[CH:3]=[C:4]([CH:7]=[CH:8][C:9]=1[N:10]1[C:22]2[C:21]3[CH:20]=[C:19]([OH:23])[C:18]([O:24][CH3:25])=[CH:17][C:16]=3[N:15]=[CH:14][C:13]=2[N:12]([CH3:26])[C:11]1=[O:27])[C:5]#[N:6].C(=O)([O-])[O-].[K+].[K+].Cl[CH2:35][C:36]1[CH:40]=[CH:39][S:38][CH:37]=1.O.